This data is from Full USPTO retrosynthesis dataset with 1.9M reactions from patents (1976-2016). The task is: Predict the reactants needed to synthesize the given product. (1) Given the product [NH2:1][C:2]1[S:3][C:16]2[CH:17]=[CH:18][C:19]([F:20])=[C:13]([F:12])[C:14]=2[N:15]=1, predict the reactants needed to synthesize it. The reactants are: [NH2:1][C:2]1[S:3]C2C(F)=CC=CC=2N=1.[F:12][C:13]1[C:19]([F:20])=[CH:18][CH:17]=[CH:16][C:14]=1[NH2:15].FC1C(F)=CC=C(F)C=1N. (2) Given the product [Br:1][C:2]1[S:6][N:5]=[C:4]([C:7]([N:20]2[C@@H:29]3[C@@H:24]([CH2:25][CH2:26][CH2:27][CH2:28]3)[CH2:23][CH2:22][CH2:21]2)=[O:9])[CH:3]=1, predict the reactants needed to synthesize it. The reactants are: [Br:1][C:2]1[S:6][N:5]=[C:4]([C:7]([OH:9])=O)[CH:3]=1.CCN(C(C)C)C(C)C.Cl.[NH:20]1[C@@H:29]2[C@@H:24]([CH2:25][CH2:26][CH2:27][CH2:28]2)[CH2:23][CH2:22][CH2:21]1.CN(C(ON1N=NC2C=CC=NC1=2)=[N+](C)C)C.F[P-](F)(F)(F)(F)F. (3) Given the product [CH3:1][O:2][C:3]1[CH:4]=[CH:5][C:6]2[O:10][C:9]([CH:11]([NH:18][C:19]3[CH:20]=[CH:21][C:22]([C:25]([NH:27][CH2:28][CH2:29][C:30]([OH:32])=[O:31])=[O:26])=[CH:23][CH:24]=3)[CH2:12][CH2:13][CH2:14][CH2:15][S:16][CH3:17])=[C:8]([CH3:35])[C:7]=2[CH:36]=1, predict the reactants needed to synthesize it. The reactants are: [CH3:1][O:2][C:3]1[CH:4]=[CH:5][C:6]2[O:10][C:9]([CH:11]([NH:18][C:19]3[CH:24]=[CH:23][C:22]([C:25]([NH:27][CH2:28][CH2:29][C:30]([O:32]CC)=[O:31])=[O:26])=[CH:21][CH:20]=3)[CH2:12][CH2:13][CH2:14][CH2:15][S:16][CH3:17])=[C:8]([CH3:35])[C:7]=2[CH:36]=1.O1CCCC1.[OH-].[Na+]. (4) Given the product [C:11]([O:10][C:9](=[O:15])[N:8]([C:5]1[C:4]([C:23]2[O:49][N:48]=[C:26]([C:27]3[CH:28]=[CH:29][C:30]([CH2:31][N:32]([C:33]([O:34][C:35]([CH3:38])([CH3:37])[CH3:36])=[O:39])[CH3:40])=[CH:46][CH:47]=3)[CH:24]=2)=[N:3][C:2]([Br:1])=[CH:7][N:6]=1)[C:16]([O:18][C:19]([CH3:22])([CH3:21])[CH3:20])=[O:17])([CH3:13])([CH3:14])[CH3:12], predict the reactants needed to synthesize it. The reactants are: [Br:1][C:2]1[N:3]=[C:4]([C:23]#[CH:24])[C:5]([N:8]([C:16]([O:18][C:19]([CH3:22])([CH3:21])[CH3:20])=[O:17])[C:9](=[O:15])[O:10][C:11]([CH3:14])([CH3:13])[CH3:12])=[N:6][CH:7]=1.Cl[C:26](=[N:48][OH:49])[C:27]1[CH:47]=[CH:46][C:30]([CH2:31][N:32]([CH:40]2CCOCC2)[C:33](=[O:39])[O:34][C:35]([CH3:38])([CH3:37])[CH3:36])=[CH:29][CH:28]=1.C(N(CC)CC)C. (5) Given the product [CH3:1][Si:2]([CH3:22])([CH3:21])[CH:3]1[CH2:12][CH2:11][C:10]2[N:9]=[C:8]3[S:13][C:14]([C:16]([NH2:23])=[O:17])=[CH:15][C:7]3=[CH:6][C:5]=2[CH2:4]1, predict the reactants needed to synthesize it. The reactants are: [CH3:1][Si:2]([CH3:22])([CH3:21])[CH:3]1[CH2:12][CH2:11][C:10]2[N:9]=[C:8]3[S:13][C:14]([C:16](OCC)=[O:17])=[CH:15][C:7]3=[CH:6][C:5]=2[CH2:4]1.[NH3:23]. (6) Given the product [C:4]([O:3][C:1]([N:8]1[CH2:14][CH2:13][CH2:12][C@H:9]1[CH2:10][O:11][C:16]1[CH:26]=[CH:25][C:19]([C:20]([O:22][CH2:23][CH3:24])=[O:21])=[CH:18][CH:17]=1)=[O:2])([CH3:7])([CH3:6])[CH3:5], predict the reactants needed to synthesize it. The reactants are: [C:1]([N:8]1[CH2:14][CH2:13][CH2:12][C@H:9]1[CH2:10][OH:11])([O:3][C:4]([CH3:7])([CH3:6])[CH3:5])=[O:2].O[C:16]1[CH:26]=[CH:25][C:19]([C:20]([O:22][CH2:23][CH3:24])=[O:21])=[CH:18][CH:17]=1.C1(P(C2C=CC=CC=2)C2C=CC=CC=2)C=CC=CC=1.N(C(OCC)=O)=NC(OCC)=O. (7) Given the product [C:19]([O:23][C:24](=[O:33])[NH:25][C@H:26]1[CH2:27][CH2:28][C@@H:29]([NH:32][C:6]2[C:5]([CH3:9])=[CH:4][N:3]=[C:2]([Cl:1])[N:7]=2)[CH2:30][CH2:31]1)([CH3:22])([CH3:20])[CH3:21], predict the reactants needed to synthesize it. The reactants are: [Cl:1][C:2]1[N:7]=[C:6](Cl)[C:5]([CH3:9])=[CH:4][N:3]=1.CCN(C(C)C)C(C)C.[C:19]([O:23][C:24](=[O:33])[NH:25][C@H:26]1[CH2:31][CH2:30][C@@H:29]([NH2:32])[CH2:28][CH2:27]1)([CH3:22])([CH3:21])[CH3:20]. (8) Given the product [S:4]1[C:5]([C:22]2([OH:25])[CH2:23][CH2:24][C:19]3([O:18][CH2:17][CH2:16][O:15]3)[CH2:20][CH2:21]2)=[CH:6][N:7]=[CH:3]1, predict the reactants needed to synthesize it. The reactants are: C[Si](C)(C)[C:3]1[S:4][CH:5]=[CH:6][N:7]=1.[Li]CCCC.[O:15]1[C:19]2([CH2:24][CH2:23][C:22](=[O:25])[CH2:21][CH2:20]2)[O:18][CH2:17][CH2:16]1.CCCC[N+](CCCC)(CCCC)CCCC.[F-].